This data is from Full USPTO retrosynthesis dataset with 1.9M reactions from patents (1976-2016). The task is: Predict the reactants needed to synthesize the given product. The reactants are: C([O:8][C:9]1(O)[C:18](=[O:19])[N:17]2[C:12]([C:13]([CH3:21])([CH3:20])[O:14][CH2:15][CH2:16]2)=[N:11][CH:10]1[C:22]1[N:23]([CH3:36])[C:24]([CH2:28][C:29]2[CH:34]=[CH:33][C:32]([F:35])=[CH:31][CH:30]=2)=[C:25](Cl)[N:26]=1)C1C=CC=CC=1.C([O-])=O.[NH4+]. Given the product [F:35][C:32]1[CH:31]=[CH:30][C:29]([CH2:28][C:24]2[N:23]([CH3:36])[C:22]([C:10]3[N:11]=[C:12]4[N:17]([C:18](=[O:19])[C:9]=3[OH:8])[CH2:16][CH2:15][O:14][C:13]4([CH3:21])[CH3:20])=[N:26][CH:25]=2)=[CH:34][CH:33]=1, predict the reactants needed to synthesize it.